This data is from Forward reaction prediction with 1.9M reactions from USPTO patents (1976-2016). The task is: Predict the product of the given reaction. Given the reactants [C:1]1([S:7]([NH:10][C:11]2[CH:12]=[C:13]([C:17]3[CH:18]=[CH:19][C:20]4[N:21]=[CH:22][N:23]=[C:24]([O:27][CH:28]5[CH2:33][CH2:32][N:31](C(OC(C)(C)C)=O)[CH2:30][CH2:29]5)[C:25]=4[N:26]=3)[CH:14]=[N:15][CH:16]=2)(=[O:9])=[O:8])[CH:6]=[CH:5][CH:4]=[CH:3][CH:2]=1.C(O)(C(F)(F)F)=O, predict the reaction product. The product is: [NH:31]1[CH2:32][CH2:33][CH:28]([O:27][C:24]2[C:25]3[N:26]=[C:17]([C:13]4[CH:12]=[C:11]([NH:10][S:7]([C:1]5[CH:6]=[CH:5][CH:4]=[CH:3][CH:2]=5)(=[O:8])=[O:9])[CH:16]=[N:15][CH:14]=4)[CH:18]=[CH:19][C:20]=3[N:21]=[CH:22][N:23]=2)[CH2:29][CH2:30]1.